The task is: Predict the product of the given reaction.. This data is from Forward reaction prediction with 1.9M reactions from USPTO patents (1976-2016). (1) Given the reactants [CH2:1]([N:8]1[CH2:13][CH2:12][CH:11]([O:14][C:15]2[CH:20]=[CH:19][C:18]([N+:21]([O-:23])=[O:22])=[CH:17][CH:16]=2)[CH2:10][CH2:9]1)[C:2]1[CH:7]=[CH:6][CH:5]=[CH:4][CH:3]=1.Cl[CH2:25][S:26]([C:29]1[C:38]2[C:33](=[CH:34][CH:35]=[CH:36][CH:37]=2)[CH:32]=[CH:31][CH:30]=1)(=[O:28])=[O:27].CC(C)([O-])C.[K+].O, predict the reaction product. The product is: [CH2:1]([N:8]1[CH2:13][CH2:12][CH:11]([O:14][C:15]2[CH:16]=[CH:17][C:18]([N+:21]([O-:23])=[O:22])=[C:19]([CH2:25][S:26]([C:29]3[C:38]4[C:33](=[CH:34][CH:35]=[CH:36][CH:37]=4)[CH:32]=[CH:31][CH:30]=3)(=[O:27])=[O:28])[CH:20]=2)[CH2:10][CH2:9]1)[C:2]1[CH:7]=[CH:6][CH:5]=[CH:4][CH:3]=1. (2) Given the reactants [NH2:1][C:2]1[C:11]2[N:12]=[C:13]([CH2:19][O:20][CH2:21][CH3:22])[N:14]([NH:15][CH:16]([CH3:18])[CH3:17])[C:10]=2[C:9]2[CH:8]=[CH:7][C:6]([O:23][CH2:24][CH2:25][CH2:26][NH:27]C(=O)OC(C)(C)C)=[CH:5][C:4]=2[N:3]=1.Cl.[OH-].[Na+], predict the reaction product. The product is: [NH2:27][CH2:26][CH2:25][CH2:24][O:23][C:6]1[CH:7]=[CH:8][C:9]2[C:10]3[N:14]([NH:15][CH:16]([CH3:17])[CH3:18])[C:13]([CH2:19][O:20][CH2:21][CH3:22])=[N:12][C:11]=3[C:2]([NH2:1])=[N:3][C:4]=2[CH:5]=1. (3) Given the reactants Cl.[NH2:2][C@H:3]([CH2:23][C:24]1[CH:29]=[C:28]([F:30])[C:27]([F:31])=[CH:26][C:25]=1[F:32])[CH2:4][C:5]([N:7]1[CH2:12][CH2:11][N:10]2[C:13]([C:19]([F:22])([F:21])[F:20])=[N:14][C:15]([C:16]([OH:18])=[O:17])=[C:9]2[CH2:8]1)=[O:6].[OH-].[Na+], predict the reaction product. The product is: [NH2:2][C@H:3]([CH2:23][C:24]1[CH:29]=[C:28]([F:30])[C:27]([F:31])=[CH:26][C:25]=1[F:32])[CH2:4][C:5]([N:7]1[CH2:12][CH2:11][N:10]2[C:13]([C:19]([F:22])([F:20])[F:21])=[N:14][C:15]([C:16]([OH:18])=[O:17])=[C:9]2[CH2:8]1)=[O:6]. (4) The product is: [CH2:1]([O:3][C:4]([CH:6]([CH2:14][CH3:15])[CH2:7][N:8]([C:22]([O:24][C:25]([CH3:28])([CH3:27])[CH3:26])=[O:23])[C@H:9]([C:11]([OH:13])=[O:12])[CH3:10])=[O:5])[CH3:2]. Given the reactants [CH2:1]([O:3][C:4]([CH:6]([CH2:14][CH3:15])[CH2:7][NH:8][C@H:9]([C:11]([OH:13])=[O:12])[CH3:10])=[O:5])[CH3:2].C(=O)([O-])[O-].[K+].[K+].[C:22](O[C:22]([O:24][C:25]([CH3:28])([CH3:27])[CH3:26])=[O:23])([O:24][C:25]([CH3:28])([CH3:27])[CH3:26])=[O:23].O, predict the reaction product. (5) Given the reactants C(O)(=O)CC(CC(O)=O)(C(O)=O)O.[CH3:14][C:15]1[C:20]([NH:21][C:22]2[N:27]=[CH:26][CH:25]=[CH:24][C:23]=2[C:28]([OH:30])=[O:29])=[CH:19][CH:18]=[CH:17][C:16]=1[C:31]([F:34])([F:33])[F:32].CNC[C@H](O)[C@@H](O)[C@H](O)[C@H](O)CO, predict the reaction product. The product is: [CH3:14][C:15]1[C:20]([NH:21][C:22]2[N:27]=[CH:26][CH:25]=[CH:24][C:23]=2[C:28]([OH:30])=[O:29])=[CH:19][CH:18]=[CH:17][C:16]=1[C:31]([F:33])([F:32])[F:34]. (6) Given the reactants Br[C:2]1[CH:3]=[C:4]([CH:12]=[C:13]([C:15]2[CH2:22][C:18]3([CH2:21][CH2:20][CH2:19]3)[O:17][N:16]=2)[CH:14]=1)[C:5]([O:7][C:8]([CH3:11])([CH3:10])[CH3:9])=[O:6].[Br-].[CH3:24][C:25]1[CH:26]=[CH:27][C:28]([Zn+])=[N:29][CH:30]=1, predict the reaction product. The product is: [CH3:24][C:25]1[CH:26]=[CH:27][C:28]([C:2]2[CH:3]=[C:4]([CH:12]=[C:13]([C:15]3[CH2:22][C:18]4([CH2:21][CH2:20][CH2:19]4)[O:17][N:16]=3)[CH:14]=2)[C:5]([O:7][C:8]([CH3:11])([CH3:10])[CH3:9])=[O:6])=[N:29][CH:30]=1. (7) Given the reactants [CH2:1]([CH:3]([CH2:23][CH3:24])[C:4]([NH:6][CH:7]([C:10]1[C:11](=[O:22])[NH:12][C:13]([C:16]2[CH:21]=[CH:20][CH:19]=[CH:18][CH:17]=2)=[N:14][N:15]=1)[CH2:8][CH3:9])=O)[CH3:2].P(Cl)(Cl)(Cl)=O, predict the reaction product. The product is: [CH2:8]([C:7]1[N:6]=[C:4]([CH:3]([CH2:23][CH3:24])[CH2:1][CH3:2])[N:15]2[C:10]=1[C:11](=[O:22])[NH:12][C:13]([C:16]1[CH:21]=[CH:20][CH:19]=[CH:18][CH:17]=1)=[N:14]2)[CH3:9].